From a dataset of Catalyst prediction with 721,799 reactions and 888 catalyst types from USPTO. Predict which catalyst facilitates the given reaction. (1) Reactant: [H-].[Na+].CN(C)C=O.Cl[C:9]1[N:14]=[CH:13][C:12]([F:15])=[CH:11][N:10]=1.[OH:16][CH:17]1[CH2:22][CH2:21][N:20]([C:23]([C@@H:25]([NH:29][C:30](=[O:36])[O:31][C:32]([CH3:35])([CH3:34])[CH3:33])[CH:26]([CH3:28])[CH3:27])=[O:24])[CH2:19][CH2:18]1. Product: [C:32]([O:31][C:30](=[O:36])[NH:29][C@H:25]([C:23]([N:20]1[CH2:21][CH2:22][CH:17]([O:16][C:9]2[N:14]=[CH:13][C:12]([F:15])=[CH:11][N:10]=2)[CH2:18][CH2:19]1)=[O:24])[CH:26]([CH3:28])[CH3:27])([CH3:34])([CH3:35])[CH3:33]. The catalyst class is: 6. (2) Reactant: Cl.[Br:2][C:3]1[CH:4]=[CH:5][C:6]([Cl:10])=[C:7]([NH2:9])[CH:8]=1.CCN(CC)CC.[Cl:18][C:19]1[CH:20]=[C:21]([CH2:25][S:26](Cl)(=[O:28])=[O:27])[CH:22]=[CH:23][CH:24]=1. Product: [Br:2][C:3]1[CH:4]=[CH:5][C:6]([Cl:10])=[C:7]([NH:9][S:26]([CH2:25][C:21]2[CH:22]=[CH:23][CH:24]=[C:19]([Cl:18])[CH:20]=2)(=[O:27])=[O:28])[CH:8]=1. The catalyst class is: 2. (3) Reactant: Cl[C:2]1[N:3]=[C:4]([NH:11][C:12]2[CH:13]=[C:14]([CH2:18][C:19]#[N:20])[CH:15]=[CH:16][CH:17]=2)[C:5]2[CH:10]=[CH:9][NH:8][C:6]=2[N:7]=1.[F:21][C:22]1[CH:23]=[C:24]([CH:26]=[CH:27][C:28]=1[N:29]1[CH2:34][CH2:33][N:32]([CH3:35])[CH2:31][CH2:30]1)[NH2:25].Cl.C([O-])([O-])=O.[Na+].[Na+]. Product: [F:21][C:22]1[CH:23]=[C:24]([NH:25][C:2]2[N:3]=[C:4]([NH:11][C:12]3[CH:13]=[C:14]([CH2:18][C:19]#[N:20])[CH:15]=[CH:16][CH:17]=3)[C:5]3[CH:10]=[CH:9][NH:8][C:6]=3[N:7]=2)[CH:26]=[CH:27][C:28]=1[N:29]1[CH2:30][CH2:31][N:32]([CH3:35])[CH2:33][CH2:34]1. The catalyst class is: 41. (4) Reactant: [I:1][C:2]1[CH:7]=[CH:6][C:5]([OH:8])=[C:4]([CH3:9])[CH:3]=1.[C:10]([O:14][C:15]([N:17]1[CH2:23][CH2:22][CH2:21][C@H:18]1[CH2:19]O)=[O:16])([CH3:13])([CH3:12])[CH3:11].CC(OC(/N=N/C(OC(C)C)=O)=O)C. Product: [C:10]([O:14][C:15]([N:17]1[CH2:23][CH2:22][CH2:21][CH:18]1[CH2:19][O:8][C:5]1[CH:6]=[CH:7][C:2]([I:1])=[CH:3][C:4]=1[CH3:9])=[O:16])([CH3:13])([CH3:11])[CH3:12]. The catalyst class is: 1. (5) Reactant: FC(F)(F)S(O[C:7]1[CH:12]=[CH:11][CH:10]=[CH:9][C:8]=1[C:13]1[CH:18]=[CH:17][C:16](=[O:19])[N:15]([CH3:20])[N:14]=1)(=O)=O.[CH2:23](B1OC(C)(C)C(C)(C)O1)[C:24]1[CH:29]=[CH:28][CH:27]=[CH:26][CH:25]=1.[F-].[Cs+]. Product: [CH2:23]([C:7]1[CH:12]=[CH:11][CH:10]=[CH:9][C:8]=1[C:13]1[CH:18]=[CH:17][C:16](=[O:19])[N:15]([CH3:20])[N:14]=1)[C:24]1[CH:29]=[CH:28][CH:27]=[CH:26][CH:25]=1. The catalyst class is: 75. (6) Reactant: [F:1][C:2]1[CH:3]=[C:4]([CH:8]=[C:9]([F:11])[CH:10]=1)[C:5]([NH2:7])=[O:6].C(Cl)(Cl)Cl.[OH-].[Na+]. Product: [OH2:6].[F:1][C:2]1[CH:3]=[C:4]([CH:8]=[C:9]([F:11])[CH:10]=1)[C:5]([NH2:7])=[O:6]. The catalyst class is: 282.